This data is from Reaction yield outcomes from USPTO patents with 853,638 reactions. The task is: Predict the reaction yield, written as a fraction of the theoretical maximum amount of product (1.0 means a 100% yield; for example, 0.34 means a 34% yield). (1) The reactants are [F:1][C:2]1[CH:20]=[CH:19][C:5]([CH2:6][NH:7][C@H:8]2[C@H:13]3[O:14][C@H:10]([CH2:11][CH2:12]3)[C@H:9]2[C:15]([O:17]C)=O)=[CH:4][CH:3]=1.[CH3:21][S:22]([NH:25][C:26]1[CH:41]=[CH:40][C:29]2[NH:30][C:31]([CH2:36][C:37](O)=[O:38])=[N:32][S:33](=[O:35])(=[O:34])[C:28]=2[CH:27]=1)(=[O:24])=[O:23].CN1CCOCC1.Cl.CN(C)CCCN=C=NCC.C(N(CC)CC)C. The catalyst is CN(C)C=O.C(OCC)(=O)C. The product is [F:1][C:2]1[CH:3]=[CH:4][C:5]([CH2:6][N:7]2[C:37](=[O:38])[C:36]([C:31]3[NH:30][C:29]4[CH:40]=[CH:41][C:26]([NH:25][S:22]([CH3:21])(=[O:24])=[O:23])=[CH:27][C:28]=4[S:33](=[O:35])(=[O:34])[N:32]=3)=[C:15]([OH:17])[C@H:9]3[C@@H:8]2[C@H:13]2[O:14][C@@H:10]3[CH2:11][CH2:12]2)=[CH:19][CH:20]=1. The yield is 0.410. (2) The reactants are Cl[C:2]1[C:11]2[CH2:10][CH2:9][CH2:8][CH2:7][C:6]=2[N:5]=[C:4]([NH2:12])[N:3]=1.C(N(CC)CC)C.C(O)CCC.Cl.[CH2:26]([O:28][C:29](=[O:32])[CH2:30][NH2:31])[CH3:27]. The catalyst is O. The product is [CH2:26]([O:28][C:29](=[O:32])[CH2:30][NH:31][C:2]1[C:11]2[CH2:10][CH2:9][CH2:8][CH2:7][C:6]=2[N:5]=[C:4]([NH2:12])[N:3]=1)[CH3:27]. The yield is 0.721. (3) The yield is 0.270. The reactants are [Cl-].[NH4+].Cl[C:4]1[N:14]=[C:13]([CH3:15])[C:12]([C:16]#[N:17])=[CH:11][C:5]=1[C:6]([O:8][CH2:9][CH3:10])=[O:7]. The catalyst is O1CCOCC1.C1COCC1.CN(C=O)C.CCOC(C)=O.[Zn]. The product is [C:16]([C:12]1[C:13]([CH3:15])=[N:14][CH:4]=[C:5]([CH:11]=1)[C:6]([O:8][CH2:9][CH3:10])=[O:7])#[N:17]. (4) The reactants are [Li+].[BH4-].[N+:3]([C:6]1[CH:29]=[CH:28][C:9]([CH2:10][O:11][C:12]([N:14]2[CH2:19][CH2:18][N:17]3[N:20]=[C:21]([C:23](OCC)=[O:24])[CH:22]=[C:16]3[CH2:15]2)=[O:13])=[CH:8][CH:7]=1)([O-:5])=[O:4].Cl.C([O-])([O-])=O.[K+].[K+]. The catalyst is CO.C1COCC1. The product is [N+:3]([C:6]1[CH:29]=[CH:28][C:9]([CH2:10][O:11][C:12]([N:14]2[CH2:19][CH2:18][N:17]3[N:20]=[C:21]([CH2:23][OH:24])[CH:22]=[C:16]3[CH2:15]2)=[O:13])=[CH:8][CH:7]=1)([O-:5])=[O:4]. The yield is 0.950. (5) The reactants are [NH2:1][C:2]1[C:11]2[CH:10]=[CH:9][CH:8]=[C:7](Br)[C:6]=2[N:5]=[C:4]2[CH2:13][N:14]([CH:17]3[CH2:20][CH2:19][CH2:18]3)[C:15](=[O:16])[C:3]=12.CC1(C)C(C)(C)OB([C:29]2[CH:30]=[CH:31][C:32]([N:35]3[CH2:40][CH2:39][O:38][CH2:37][CH2:36]3)=[N:33][CH:34]=2)O1. No catalyst specified. The product is [NH2:1][C:2]1[C:11]2[CH:10]=[CH:9][CH:8]=[C:7]([C:29]3[CH:34]=[N:33][C:32]([N:35]4[CH2:36][CH2:37][O:38][CH2:39][CH2:40]4)=[CH:31][CH:30]=3)[C:6]=2[N:5]=[C:4]2[CH2:13][N:14]([CH:17]3[CH2:20][CH2:19][CH2:18]3)[C:15](=[O:16])[C:3]=12. The yield is 0.704.